Dataset: Reaction yield outcomes from USPTO patents with 853,638 reactions. Task: Predict the reaction yield, written as a fraction of the theoretical maximum amount of product (1.0 means a 100% yield; for example, 0.34 means a 34% yield). (1) The product is [Br:13][C:12]1[C:7]([C:5]([OH:6])=[O:4])=[CH:8][C:9]2[N:10]([CH:14]=[C:15]([C:17]3[CH:22]=[CH:21][CH:20]=[CH:19][CH:18]=3)[N:16]=2)[CH:11]=1. The yield is 0.980. The catalyst is O.C(O)C. The reactants are [OH-].[Na+].C[O:4][C:5]([C:7]1[C:12]([Br:13])=[CH:11][N:10]2[CH:14]=[C:15]([C:17]3[CH:22]=[CH:21][CH:20]=[CH:19][CH:18]=3)[N:16]=[C:9]2[CH:8]=1)=[O:6].Cl. (2) The reactants are [CH3:1][N:2]([CH2:18][C:19]1[CH:24]=[CH:23][CH:22]=[C:21]([C:25](=[O:59])[NH:26][C:27]2[CH:32]=[CH:31][C:30]([N:33]3[CH2:38][CH2:37][CH2:36][CH2:35][CH2:34]3)=[CH:29][C:28]=2[C:39]2[CH:44]=[C:43]([C:45](=[O:58])[NH:46][CH2:47][C:48]3[CH:53]=[CH:52][CH:51]=[C:50]([C:54]([F:57])([F:56])[F:55])[CH:49]=3)[CH:42]=[CH:41][N:40]=2)[N:20]=1)[CH2:3][CH2:4][N:5]1[CH2:10][CH2:9][N:8](C(OC(C)(C)C)=O)[CH2:7][CH2:6]1.ClCCl.C(O)(C(F)(F)F)=O.CN(CC1N=C(C(NC2C=CC(N3CCCCC3)=CC=2C2C=C(C(=O)NCC3C=CC=C(C(F)(F)F)C=3)C=CN=2)=O)C=CC=1)CCN1CCNCC1.C(N(CC)CC)C.[CH3:129][S:130](Cl)(=[O:132])=[O:131]. The catalyst is ClCCl. The product is [CH3:1][N:2]([CH2:18][C:19]1[N:20]=[C:21]([C:25]([NH:26][C:27]2[CH:32]=[CH:31][C:30]([N:33]3[CH2:38][CH2:37][CH2:36][CH2:35][CH2:34]3)=[CH:29][C:28]=2[C:39]2[CH:44]=[C:43]([C:45](=[O:58])[NH:46][CH2:47][C:48]3[CH:53]=[CH:52][CH:51]=[C:50]([C:54]([F:57])([F:56])[F:55])[CH:49]=3)[CH:42]=[CH:41][N:40]=2)=[O:59])[CH:22]=[CH:23][CH:24]=1)[CH2:3][CH2:4][N:5]1[CH2:10][CH2:9][N:8]([S:130]([CH3:129])(=[O:132])=[O:131])[CH2:7][CH2:6]1. The yield is 0.280. (3) The reactants are [CH3:1][O:2][C:3]([C:5]1[CH:6]=[C:7]([C:12]2[CH:17]=[CH:16][C:15]([CH3:18])=[CH:14][CH:13]=2)[CH:8]=[C:9](N)[CH:10]=1)=[O:4].N(OCCC(C)C)=O.[I:27]CI. The catalyst is N1CCCCC1.CC#N. The product is [CH3:1][O:2][C:3]([C:5]1[CH:6]=[C:7]([C:12]2[CH:17]=[CH:16][C:15]([CH3:18])=[CH:14][CH:13]=2)[CH:8]=[C:9]([I:27])[CH:10]=1)=[O:4]. The yield is 0.660. (4) The reactants are [Li+].[I-].[CH2:3]([Mg]Br)[CH2:4][CH2:5][CH2:6][CH3:7].Cl[C:11](=[O:17])[C:12]([O:14][CH2:15][CH3:16])=[O:13]. The catalyst is C1COCC1. The product is [O:17]=[C:11]([CH2:3][CH2:4][CH2:5][CH2:6][CH3:7])[C:12]([O:14][CH2:15][CH3:16])=[O:13]. The yield is 0.230. (5) The reactants are CC(CCCC1C=CC=CC=1)C(O)=O.[OH:15][CH2:16][C@H:17]([NH:24][C:25](=[O:37])[C@@H:26]([CH3:36])[CH2:27][CH2:28][CH2:29][C:30]1[CH:35]=[CH:34][CH:33]=[CH:32][CH:31]=1)[C:18]1[CH:23]=[CH:22][CH:21]=[CH:20][CH:19]=1. No catalyst specified. The product is [OH:15][CH2:16][C@H:17]([NH:24][C:25](=[O:37])[C@H:26]([CH3:36])[CH2:27][CH2:28][CH2:29][C:30]1[CH:35]=[CH:34][CH:33]=[CH:32][CH:31]=1)[C:18]1[CH:23]=[CH:22][CH:21]=[CH:20][CH:19]=1. The yield is 0.330. (6) The reactants are [CH3:1][O:2][C:3]1[CH:8]=[CH:7][CH:6]=[CH:5][C:4]=1[N:9]=[C:10]=[O:11].[NH2:12][C:13]1[CH:14]=[C:15]([C:19]#[C:20][C:21]2[CH:22]=[N:23][C:24]([NH:27][CH2:28][CH2:29][CH2:30][N:31]3[CH2:36][CH2:35][CH2:34][CH2:33][CH2:32]3)=[N:25][CH:26]=2)[CH:16]=[CH:17][CH:18]=1. The catalyst is C1COCC1. The product is [CH3:1][O:2][C:3]1[CH:8]=[CH:7][CH:6]=[CH:5][C:4]=1[NH:9][C:10]([NH:12][C:13]1[CH:18]=[CH:17][CH:16]=[C:15]([C:19]#[C:20][C:21]2[CH:22]=[N:23][C:24]([NH:27][CH2:28][CH2:29][CH2:30][N:31]3[CH2:32][CH2:33][CH2:34][CH2:35][CH2:36]3)=[N:25][CH:26]=2)[CH:14]=1)=[O:11]. The yield is 0.370.